This data is from Forward reaction prediction with 1.9M reactions from USPTO patents (1976-2016). The task is: Predict the product of the given reaction. (1) Given the reactants [F:1][C:2]([S:5][C:6]1[CH:11]=[CH:10][C:9]([OH:12])=[CH:8][CH:7]=1)([F:4])[F:3].S(=O)(=O)(O)[OH:14].OO.C(=O)(O)[O-].[Na+], predict the reaction product. The product is: [F:1][C:2]([F:4])([F:3])[S:5]([C:6]1[CH:11]=[CH:10][C:9]([OH:12])=[CH:8][CH:7]=1)=[O:14]. (2) Given the reactants [NH2:1][C@@H:2]([CH3:18])[CH2:3][N:4]1[CH:8]=[CH:7][C:6]([C:9]2[CH:16]=[CH:15][C:12]([C:13]#[N:14])=[C:11]([Cl:17])[CH:10]=2)=[N:5]1.[CH3:19][N:20]([CH2:22][C:23]1[S:24][CH:25]=[C:26]([C:28](O)=[O:29])[N:27]=1)[CH3:21], predict the reaction product. The product is: [Cl:17][C:11]1[CH:10]=[C:9]([C:6]2[CH:7]=[CH:8][N:4]([CH2:3][C@@H:2]([NH:1][C:28]([C:26]3[N:27]=[C:23]([CH2:22][N:20]([CH3:21])[CH3:19])[S:24][CH:25]=3)=[O:29])[CH3:18])[N:5]=2)[CH:16]=[CH:15][C:12]=1[C:13]#[N:14]. (3) Given the reactants [Cl:1][C:2]1[CH:7]=[C:6]([O:8][C:9]2[C:18]3[C:13](=[CH:14][C:15]([OH:21])=[C:16]([O:19][CH3:20])[CH:17]=3)[N:12]=[CH:11][N:10]=2)[CH:5]=[CH:4][C:3]=1[NH:22][C:23]([NH:25][CH2:26][CH2:27][CH3:28])=[O:24].C(=O)([O-])[O-].[K+].[K+].Br[CH2:36][CH2:37][CH2:38][OH:39], predict the reaction product. The product is: [Cl:1][C:2]1[CH:7]=[C:6]([O:8][C:9]2[C:18]3[C:13](=[CH:14][C:15]([O:21][CH2:36][CH2:37][CH2:38][OH:39])=[C:16]([O:19][CH3:20])[CH:17]=3)[N:12]=[CH:11][N:10]=2)[CH:5]=[CH:4][C:3]=1[NH:22][C:23]([NH:25][CH2:26][CH2:27][CH3:28])=[O:24].